This data is from Forward reaction prediction with 1.9M reactions from USPTO patents (1976-2016). The task is: Predict the product of the given reaction. (1) Given the reactants C[O:2][C:3]([C:5]1[N:6]=[CH:7][C:8]2[C:13]([C:14]=1[OH:15])=[CH:12][CH:11]=[C:10]([O:16][C:17]1[CH:22]=[CH:21][CH:20]=[CH:19][CH:18]=1)[CH:9]=2)=O.[CH3:23][O:24][C:25]([C:27]1([CH2:31][NH2:32])[CH2:30][CH2:29][CH2:28]1)=[O:26], predict the reaction product. The product is: [CH3:23][O:24][C:25]([C:27]1([CH2:31][NH:32][C:3]([C:5]2[N:6]=[CH:7][C:8]3[C:13]([C:14]=2[OH:15])=[CH:12][CH:11]=[C:10]([O:16][C:17]2[CH:18]=[CH:19][CH:20]=[CH:21][CH:22]=2)[CH:9]=3)=[O:2])[CH2:30][CH2:29][CH2:28]1)=[O:26]. (2) Given the reactants [CH3:1][O:2][C:3]1[CH:22]=[CH:21][C:6]([C:7]([CH:9]2[CH2:14][CH2:13][N:12]([CH:15]3[CH2:19][CH2:18][NH:17][C:16]3=[O:20])[CH2:11][CH2:10]2)=[O:8])=[CH:5][CH:4]=1.Cl[CH2:24][C:25]#[N:26].[H-].[Na+], predict the reaction product. The product is: [CH3:1][O:2][C:3]1[CH:4]=[CH:5][C:6]([C:7]([CH:9]2[CH2:14][CH2:13][N:12]([CH:15]3[CH2:19][CH2:18][N:17]([CH2:24][C:25]#[N:26])[C:16]3=[O:20])[CH2:11][CH2:10]2)=[O:8])=[CH:21][CH:22]=1. (3) Given the reactants [CH3:1][C:2]1[N:3]=[C:4]([OH:21])[C:5]2[CH2:11][CH:10]([CH3:12])[N:9](C(C3C=CC=CC=3)C)[CH2:8][C:6]=2[N:7]=1.C([O-])=O.[NH4+].[CH3:38][C:37]([O:36][C:34](O[C:34]([O:36][C:37]([CH3:40])([CH3:39])[CH3:38])=[O:35])=[O:35])([CH3:40])[CH3:39], predict the reaction product. The product is: [OH:21][C:4]1[C:5]2[CH2:11][CH:10]([CH3:12])[N:9]([C:34]([O:36][C:37]([CH3:38])([CH3:39])[CH3:40])=[O:35])[CH2:8][C:6]=2[N:7]=[C:2]([CH3:1])[N:3]=1.